This data is from Forward reaction prediction with 1.9M reactions from USPTO patents (1976-2016). The task is: Predict the product of the given reaction. (1) Given the reactants C([O:3][C:4]([C:6]1([NH:15][C:16]([C:18]2[C:27]3[C:22](=[CH:23][CH:24]=[CH:25][CH:26]=3)[CH:21]=[CH:20][C:19]=2[O:28][CH2:29][CH3:30])=[O:17])[CH2:14][C:13]2[C:8](=[CH:9][CH:10]=[CH:11][CH:12]=2)[CH2:7]1)=[O:5])C.[OH-].[K+].O, predict the reaction product. The product is: [CH2:29]([O:28][C:19]1[CH:20]=[CH:21][C:22]2[C:27](=[CH:26][CH:25]=[CH:24][CH:23]=2)[C:18]=1[C:16]([NH:15][C:6]1([C:4]([OH:5])=[O:3])[CH2:14][C:13]2[C:8](=[CH:9][CH:10]=[CH:11][CH:12]=2)[CH2:7]1)=[O:17])[CH3:30]. (2) The product is: [ClH:36].[ClH:36].[NH:1]1[C:9]2[C:4](=[CH:5][CH:6]=[CH:7][CH:8]=2)[C:3](/[CH:10]=[C:11]2/[C:12](=[O:35])[C:13]3[C:18]([CH2:19]/2)=[C:17]([CH2:20][N:21]2[CH2:22][CH2:23][NH:24][CH2:25][CH2:26]2)[C:16]([OH:34])=[CH:15][CH:14]=3)=[CH:2]1. Given the reactants [NH:1]1[C:9]2[C:4](=[CH:5][CH:6]=[CH:7][CH:8]=2)[C:3](/[CH:10]=[C:11]2/[C:12](=[O:35])[C:13]3[C:18]([CH2:19]/2)=[C:17]([CH2:20][N:21]2[CH2:26][CH2:25][N:24](C(OC(C)(C)C)=O)[CH2:23][CH2:22]2)[C:16]([OH:34])=[CH:15][CH:14]=3)=[CH:2]1.[ClH:36], predict the reaction product.